From a dataset of Peptide-MHC class I binding affinity with 185,985 pairs from IEDB/IMGT. Regression. Given a peptide amino acid sequence and an MHC pseudo amino acid sequence, predict their binding affinity value. This is MHC class I binding data. The peptide sequence is TFMYVFSTF. The MHC is HLA-B58:01 with pseudo-sequence HLA-B58:01. The binding affinity (normalized) is 0.352.